From a dataset of Forward reaction prediction with 1.9M reactions from USPTO patents (1976-2016). Predict the product of the given reaction. (1) Given the reactants [C:1]1([CH2:7][CH2:8][P:9]([OH:11])[OH:10])[CH:6]=[CH:5][CH:4]=[CH:3][CH:2]=1.C=C.[CH3:14][C:15](N=NC(C#N)(C)C)(C#N)C, predict the reaction product. The product is: [CH2:14]([P:9]([CH2:8][CH2:7][C:1]1[CH:6]=[CH:5][CH:4]=[CH:3][CH:2]=1)(=[O:11])[OH:10])[CH3:15]. (2) The product is: [C:15]([C:3]1[C:2]([CH3:19])=[C:6]([NH2:7])[N:5]([C:8]2[CH:13]=[CH:12][CH:11]=[CH:10][C:9]=2[CH3:14])[N:4]=1)([CH3:18])([CH3:17])[CH3:16]. Given the reactants Br[C:2]1[C:3]([C:15]([CH3:18])([CH3:17])[CH3:16])=[N:4][N:5]([C:8]2[CH:13]=[CH:12][CH:11]=[CH:10][C:9]=2[CH3:14])[C:6]=1[NH2:7].[CH3:19]B1OB(C)OB(C)O1.C(=O)([O-])[O-].[K+].[K+], predict the reaction product. (3) Given the reactants [CH3:1][C:2]1[N:11]=[C:10]([C:12]2[CH:13]=[N:14][CH:15]=[N:16][CH:17]=2)[C:9]2[CH2:8][CH2:7][C@H:6]3[C@H:18]([CH3:25])[C:19](=[O:24])[C:20]([C:22]#[N:23])=[CH:21][C@:5]3([C:26]3[CH:31]=[CH:30][CH:29]=[CH:28][CH:27]=3)[C:4]=2[N:3]=1.C([OH:34])C, predict the reaction product. The product is: [CH3:1][C:2]1[N:11]=[C:10]([C:12]2[CH:17]=[N:16][CH:15]=[N:14][CH:13]=2)[C:9]2[CH2:8][CH2:7][C@H:6]3[C@H:18]([CH3:25])[C:19](=[O:24])[C:20]([C:22]([NH2:23])=[O:34])=[CH:21][C@:5]3([C:26]3[CH:27]=[CH:28][CH:29]=[CH:30][CH:31]=3)[C:4]=2[N:3]=1. (4) Given the reactants [CH2:1]([N:3]([C:22]1[CH:27]=[C:26]([O:28][CH3:29])[CH:25]=[CH:24][C:23]=1[CH:30]1[CH2:39][CH2:38][C:37]2[C:32](=[CH:33][CH:34]=[C:35]([O:40][CH3:41])[CH:36]=2)[CH2:31]1)[C:4](=O)[C:5]1[CH:10]=[CH:9][C:8]([O:11][CH2:12][C:13](=O)[N:14]2[CH2:19][CH2:18][NH:17][CH2:16][CH2:15]2)=[CH:7][CH:6]=1)[CH3:2].[CH2:42](N(C1C=C(OC)C=CC=1C1CCC2C(=CC=C(OC)C=2)C1)CC1C=CC(OCCN2CCNCC2)=CC=1)C, predict the reaction product. The product is: [CH2:1]([N:3]([C:22]1[CH:27]=[C:26]([O:28][CH3:29])[CH:25]=[CH:24][C:23]=1[CH:30]1[CH2:39][CH2:38][C:37]2[C:32](=[CH:33][CH:34]=[C:35]([O:40][CH3:41])[CH:36]=2)[CH2:31]1)[CH2:4][C:5]1[CH:10]=[CH:9][C:8]([O:11][CH2:12][CH2:13][N:14]2[CH2:15][CH2:16][N:17]([CH3:42])[CH2:18][CH2:19]2)=[CH:7][CH:6]=1)[CH3:2]. (5) Given the reactants N12CCCN=C1CCCCC2.Cl.[NH2:13][CH2:14][C:15]1[CH:23]=[CH:22][CH:21]=[C:20]2[C:16]=1[C:17](=[O:33])[N:18]([CH:25]1[CH2:30][CH2:29][C:28](=[O:31])[NH:27][C:26]1=[O:32])[C:19]2=[O:24].[C:34](Cl)(=[O:41])[C:35]1[CH:40]=[CH:39][CH:38]=[CH:37][CH:36]=1, predict the reaction product. The product is: [O:32]=[C:26]1[CH:25]([N:18]2[C:17](=[O:33])[C:16]3[C:20](=[CH:21][CH:22]=[CH:23][C:15]=3[CH2:14][NH:13][C:34](=[O:41])[C:35]3[CH:40]=[CH:39][CH:38]=[CH:37][CH:36]=3)[C:19]2=[O:24])[CH2:30][CH2:29][C:28](=[O:31])[NH:27]1. (6) Given the reactants CC1C=CC=C(C)C=1OCC1C(COC2C=C3C(=CC=2)N(CC2C=C(C=CC=2)C(O)=O)C=C3)=C(C(C)C)ON=1.[Br:40][C:41]1[CH:46]=[CH:45][CH:44]=[C:43]([Br:47])[C:42]=1[O:48][CH2:49][C:50]1[C:54]([CH2:55][O:56][C:57]2[CH:58]=[C:59]3[C:63](=[CH:64][CH:65]=2)[N:62]([CH2:66][C:67]2[CH:68]=[C:69]([CH:74]=[CH:75][CH:76]=2)[C:70]([O:72]C)=[O:71])[CH:61]=[CH:60]3)=[C:53]([CH:77]([CH3:79])[CH3:78])[O:52][N:51]=1.[OH-].[Na+].Cl, predict the reaction product. The product is: [Br:47][C:43]1[CH:44]=[CH:45][CH:46]=[C:41]([Br:40])[C:42]=1[O:48][CH2:49][C:50]1[C:54]([CH2:55][O:56][C:57]2[CH:58]=[C:59]3[C:63](=[CH:64][CH:65]=2)[N:62]([CH2:66][C:67]2[CH:68]=[C:69]([CH:74]=[CH:75][CH:76]=2)[C:70]([OH:72])=[O:71])[CH:61]=[CH:60]3)=[C:53]([CH:77]([CH3:79])[CH3:78])[O:52][N:51]=1.